This data is from Catalyst prediction with 721,799 reactions and 888 catalyst types from USPTO. The task is: Predict which catalyst facilitates the given reaction. (1) Reactant: N[C:2]1[S:3][C:4]([C:9]([O:11][CH2:12][CH3:13])=[O:10])=[C:5]([C:7]#[N:8])[N:6]=1.N([O-])=O.[Na+].NC(N)=O.C(=O)([O-])[O-].[Na+].[Na+].C(=O)(O)[O-].[Na+].[ClH:33]. Product: [Cl:33][C:2]1[S:3][C:4]([C:9]([O:11][CH2:12][CH3:13])=[O:10])=[C:5]([C:7]#[N:8])[N:6]=1. The catalyst class is: 86. (2) Reactant: [O:1]1[C:5]2[CH:6]=[CH:7][C:8]([NH:10][S:11]([C:14]3[CH:19]=[C:18](Cl)[CH:17]=[CH:16][C:15]=3[C:21]([F:24])([F:23])[F:22])(=[O:13])=[O:12])=[CH:9][C:4]=2[O:3][CH2:2]1.[CH3:25][C:26]1[C:31](B2OC(C)(C)C(C)(C)O2)=[CH:30][N:29]=[C:28]([NH2:41])[N:27]=1.C(Cl)Cl. Product: [NH2:41][C:28]1[N:27]=[C:26]([CH3:25])[C:31]([C:18]2[CH:17]=[CH:16][C:15]([C:21]([F:24])([F:23])[F:22])=[C:14]([S:11]([NH:10][C:8]3[CH:7]=[CH:6][C:5]4[O:1][CH2:2][O:3][C:4]=4[CH:9]=3)(=[O:13])=[O:12])[CH:19]=2)=[CH:30][N:29]=1. The catalyst class is: 140. (3) Reactant: [S:1]1[C:5]2[CH:6]=[CH:7][CH:8]=[CH:9][C:4]=2[C:3]([CH2:10][N:11]2[C:19]([C:20]3[N:21]([CH3:25])[CH:22]=[CH:23][CH:24]=3)=[C:18]3[C:13]([N:14]([CH2:28][CH:29]([CH3:31])[CH3:30])[C:15](=[O:27])[NH:16][C:17]3=[O:26])=[N:12]2)=[CH:2]1.N12C[CH2:41][CH2:40][N:39]=[C:38]1[CH2:37][CH2:36][CH2:35]CC2.Cl.N1C=CC=CC=1CCl. Product: [S:1]1[C:5]2[CH:6]=[CH:7][CH:8]=[CH:9][C:4]=2[C:3]([CH2:10][N:11]2[C:19]([C:20]3[N:21]([CH3:25])[CH:22]=[CH:23][CH:24]=3)=[C:18]3[C:13]([N:14]([CH2:28][CH:29]([CH3:31])[CH3:30])[C:15](=[O:27])[N:16]([CH2:41][C:40]4[CH:35]=[CH:36][CH:37]=[CH:38][N:39]=4)[C:17]3=[O:26])=[N:12]2)=[CH:2]1. The catalyst class is: 16. (4) Product: [OH:18][C:13]1[CH:14]=[CH:15][CH:16]=[CH:17][C:12]=1[CH:10]1[N:9]([C:39]([C:37]2[S:38][C:34]([C:29]3[CH:30]=[CH:31][CH:32]=[CH:33][C:28]=3[CH2:27][NH:26][C:24](=[O:25])[O:23][C:19]([CH3:22])([CH3:21])[CH3:20])=[CH:35][CH:36]=2)=[O:40])[N:8]=[C:7]([C:2]2[CH:3]=[N:4][CH:5]=[CH:6][N:1]=2)[CH2:11]1. The catalyst class is: 2. Reactant: [N:1]1[CH:6]=[CH:5][N:4]=[CH:3][C:2]=1[C:7]1[CH2:11][CH:10]([C:12]2[CH:17]=[CH:16][CH:15]=[CH:14][C:13]=2[OH:18])[NH:9][N:8]=1.[C:19]([O:23][C:24]([NH:26][CH2:27][C:28]1[CH:33]=[CH:32][CH:31]=[CH:30][C:29]=1[C:34]1[S:38][C:37]([C:39](O)=[O:40])=[CH:36][CH:35]=1)=[O:25])([CH3:22])([CH3:21])[CH3:20].CCN=C=NCCCN(C)C. (5) Reactant: [CH3:1][N:2]1[C:6]([C:7]2[C:8]([CH3:17])=[N:9][C:10]([O:15]C)=[C:11]([CH2:13][CH3:14])[CH:12]=2)=[N:5][C:4]([CH3:18])=[N:3]1.[I-].[Na+].Cl[Si](C)(C)C. Product: [CH3:1][N:2]1[C:6]([C:7]2[CH:12]=[C:11]([CH2:13][CH3:14])[C:10](=[O:15])[NH:9][C:8]=2[CH3:17])=[N:5][C:4]([CH3:18])=[N:3]1. The catalyst class is: 10. (6) Reactant: Cl[C:2]1[CH:3]=[C:4]2[CH:10]=[C:9]([C:11]3([CH3:14])[CH2:13][CH2:12]3)[NH:8][C:5]2=[CH:6][N:7]=1.[NH3:15]. Product: [CH3:14][C:11]1([C:9]2[NH:8][C:5]3=[CH:6][N:7]=[C:2]([NH2:15])[CH:3]=[C:4]3[CH:10]=2)[CH2:13][CH2:12]1. The catalyst class is: 14.